This data is from NCI-60 drug combinations with 297,098 pairs across 59 cell lines. The task is: Regression. Given two drug SMILES strings and cell line genomic features, predict the synergy score measuring deviation from expected non-interaction effect. (1) Drug 1: C(=O)(N)NO. Drug 2: CC12CCC3C(C1CCC2O)C(CC4=C3C=CC(=C4)O)CCCCCCCCCS(=O)CCCC(C(F)(F)F)(F)F. Cell line: BT-549. Synergy scores: CSS=3.02, Synergy_ZIP=-2.03, Synergy_Bliss=-3.48, Synergy_Loewe=-2.27, Synergy_HSA=-3.41. (2) Drug 1: COC1=C(C=C2C(=C1)N=CN=C2NC3=CC(=C(C=C3)F)Cl)OCCCN4CCOCC4. Drug 2: CN(C)N=NC1=C(NC=N1)C(=O)N. Cell line: NCI-H522. Synergy scores: CSS=35.5, Synergy_ZIP=0.182, Synergy_Bliss=0.549, Synergy_Loewe=-11.1, Synergy_HSA=2.27. (3) Drug 1: C1=NC(=NC(=O)N1C2C(C(C(O2)CO)O)O)N. Drug 2: C1CN(P(=O)(OC1)NCCCl)CCCl. Cell line: MDA-MB-435. Synergy scores: CSS=14.1, Synergy_ZIP=-0.566, Synergy_Bliss=-1.24, Synergy_Loewe=-36.8, Synergy_HSA=-1.43. (4) Drug 1: CNC(=O)C1=CC=CC=C1SC2=CC3=C(C=C2)C(=NN3)C=CC4=CC=CC=N4. Drug 2: COC1=C2C(=CC3=C1OC=C3)C=CC(=O)O2. Cell line: SK-MEL-28. Synergy scores: CSS=-4.13, Synergy_ZIP=3.05, Synergy_Bliss=3.59, Synergy_Loewe=-0.752, Synergy_HSA=-0.437. (5) Drug 1: CC1=C2C(C(=O)C3(C(CC4C(C3C(C(C2(C)C)(CC1OC(=O)C(C(C5=CC=CC=C5)NC(=O)OC(C)(C)C)O)O)OC(=O)C6=CC=CC=C6)(CO4)OC(=O)C)O)C)O. Drug 2: CC1C(C(CC(O1)OC2CC(CC3=C2C(=C4C(=C3O)C(=O)C5=CC=CC=C5C4=O)O)(C(=O)C)O)N)O. Cell line: NCI-H322M. Synergy scores: CSS=41.8, Synergy_ZIP=-5.61, Synergy_Bliss=-3.68, Synergy_Loewe=-4.38, Synergy_HSA=-2.40. (6) Drug 1: C1=NC2=C(N=C(N=C2N1C3C(C(C(O3)CO)O)O)F)N. Drug 2: C1CC(=O)NC(=O)C1N2C(=O)C3=CC=CC=C3C2=O. Cell line: NCI-H522. Synergy scores: CSS=1.98, Synergy_ZIP=-4.98, Synergy_Bliss=-3.12, Synergy_Loewe=-15.4, Synergy_HSA=-3.72. (7) Drug 1: C1C(C(OC1N2C=C(C(=O)NC2=O)F)CO)O. Drug 2: C(CCl)NC(=O)N(CCCl)N=O. Cell line: OVCAR-5. Synergy scores: CSS=22.6, Synergy_ZIP=0.802, Synergy_Bliss=1.34, Synergy_Loewe=-12.1, Synergy_HSA=1.22. (8) Drug 1: C1=NC2=C(N1)C(=S)N=C(N2)N. Drug 2: C1CC(=O)NC(=O)C1N2C(=O)C3=CC=CC=C3C2=O. Cell line: T-47D. Synergy scores: CSS=8.49, Synergy_ZIP=-6.35, Synergy_Bliss=-2.34, Synergy_Loewe=-14.3, Synergy_HSA=-3.18. (9) Drug 1: CC1=C(C(CCC1)(C)C)C=CC(=CC=CC(=CC(=O)O)C)C. Drug 2: C1CNP(=O)(OC1)N(CCCl)CCCl. Cell line: SN12C. Synergy scores: CSS=8.07, Synergy_ZIP=-4.61, Synergy_Bliss=-2.92, Synergy_Loewe=-6.53, Synergy_HSA=-1.62.